Dataset: NCI-60 drug combinations with 297,098 pairs across 59 cell lines. Task: Regression. Given two drug SMILES strings and cell line genomic features, predict the synergy score measuring deviation from expected non-interaction effect. (1) Drug 1: C1CCN(CC1)CCOC2=CC=C(C=C2)C(=O)C3=C(SC4=C3C=CC(=C4)O)C5=CC=C(C=C5)O. Drug 2: CNC(=O)C1=CC=CC=C1SC2=CC3=C(C=C2)C(=NN3)C=CC4=CC=CC=N4. Cell line: SF-295. Synergy scores: CSS=8.01, Synergy_ZIP=-2.19, Synergy_Bliss=-0.269, Synergy_Loewe=-3.06, Synergy_HSA=-0.961. (2) Drug 1: CN1CCC(CC1)COC2=C(C=C3C(=C2)N=CN=C3NC4=C(C=C(C=C4)Br)F)OC. Drug 2: CC1=C2C(C(=O)C3(C(CC4C(C3C(C(C2(C)C)(CC1OC(=O)C(C(C5=CC=CC=C5)NC(=O)C6=CC=CC=C6)O)O)OC(=O)C7=CC=CC=C7)(CO4)OC(=O)C)O)C)OC(=O)C. Cell line: NCI-H460. Synergy scores: CSS=67.6, Synergy_ZIP=6.46, Synergy_Bliss=8.33, Synergy_Loewe=-19.0, Synergy_HSA=10.1. (3) Drug 1: CCN(CC)CCNC(=O)C1=C(NC(=C1C)C=C2C3=C(C=CC(=C3)F)NC2=O)C. Drug 2: CC1=C(N=C(N=C1N)C(CC(=O)N)NCC(C(=O)N)N)C(=O)NC(C(C2=CN=CN2)OC3C(C(C(C(O3)CO)O)O)OC4C(C(C(C(O4)CO)O)OC(=O)N)O)C(=O)NC(C)C(C(C)C(=O)NC(C(C)O)C(=O)NCCC5=NC(=CS5)C6=NC(=CS6)C(=O)NCCC[S+](C)C)O. Cell line: NCI-H522. Synergy scores: CSS=18.1, Synergy_ZIP=0.404, Synergy_Bliss=-0.179, Synergy_Loewe=-9.43, Synergy_HSA=-1.43. (4) Synergy scores: CSS=42.5, Synergy_ZIP=0.767, Synergy_Bliss=-1.62, Synergy_Loewe=0.420, Synergy_HSA=3.79. Drug 1: CC1C(C(CC(O1)OC2CC(CC3=C2C(=C4C(=C3O)C(=O)C5=C(C4=O)C(=CC=C5)OC)O)(C(=O)CO)O)N)O.Cl. Drug 2: CC1OCC2C(O1)C(C(C(O2)OC3C4COC(=O)C4C(C5=CC6=C(C=C35)OCO6)C7=CC(=C(C(=C7)OC)O)OC)O)O. Cell line: T-47D.